Dataset: Full USPTO retrosynthesis dataset with 1.9M reactions from patents (1976-2016). Task: Predict the reactants needed to synthesize the given product. Given the product [C:22]([C:21]([C:18]1[CH:17]=[CH:16][C:15]([C:14]2[C:5]3[C:4]4[CH:3]=[C:2]([C:35]5[CH:36]=[C:37]([NH:41][C:42](=[O:48])[O:43][C:44]([CH3:46])([CH3:45])[CH3:47])[CH:38]=[N:39][CH:40]=5)[CH:11]=[CH:10][C:9]=4[N:8]=[CH:7][C:6]=3[N:12]([CH3:50])[N:13]=2)=[CH:20][CH:19]=1)([CH3:25])[CH3:24])#[N:23], predict the reactants needed to synthesize it. The reactants are: Br[C:2]1[CH:11]=[CH:10][C:9]2[N:8]=[CH:7][C:6]3=[N:12][N:13](C)[C:14]([C:15]4[CH:20]=[CH:19][C:18]([C:21]([CH3:25])([CH3:24])[C:22]#[N:23])=[CH:17][CH:16]=4)=[C:5]3[C:4]=2[CH:3]=1.CC1(C)C(C)(C)OB([C:35]2[CH:36]=[C:37]([NH:41][C:42](=[O:48])[O:43][C:44]([CH3:47])([CH3:46])[CH3:45])[CH:38]=[N:39][CH:40]=2)O1.[C:50]([O-])([O-])=O.[Na+].[Na+].